From a dataset of Experimentally validated miRNA-target interactions with 360,000+ pairs, plus equal number of negative samples. Binary Classification. Given a miRNA mature sequence and a target amino acid sequence, predict their likelihood of interaction. (1) The miRNA is cel-miR-261 with sequence UAGCUUUUUAGUUUUCACG. The protein sequence of the target gene is MTKFGFLRLSYEKQDTLLKLLILSMAAVLSFSTRLFAVLRFESVIHEFDPYFNYRTTRFLAEEGFYKFHNWFDDRAWYPLGRIIGGTIYPGLMITSAAIYHVLHFFHITIDIRNVCVFLAPLFSSFTTIVTYHLTKELKDAGAGLLAAAMIAVVPGYISRSVAGSYDNEGIAIFCMLLTYYMWIKAVKTGSICWAAKCALAYFYMVSSWGGYVFLINLIPLHVLVLMLTGRFSHRIYVAYCTVYCLGTILSMQISFVGFQPVLSSEHMAAFGVFGLCQIHAFVDYLRSKLNPQQFEVLFR.... Result: 0 (no interaction). (2) The miRNA is hsa-miR-3149 with sequence UUUGUAUGGAUAUGUGUGUGUAU. The protein sequence of the target gene is MAEREVESGPRKRFEQKSGAVFDEIVENCGGIMDTEMSEDIDHNLTPTLDSMSYGMPNQTGSENSLLDEDDYFLNSGDLAGIPVVGSDNEDEQDFSSKDNLVSSIHTDDSLEVERRVTQHESDNENEIQIQNKLKKDFPKQFDQVSVFKSIRKDFSLVRENSKETFSGKEKNRDLTYEREKRLDKPHKDLDSRLKSSFFDKAANQVEETLHTHLPQTPETNFRDSSYPFANKESIGSELGNSFASNIRIKEEPLDDEYDKAMAPQQGLLDKIKDEPDNAQEYSHGQQQKTQEGELKISAV.... Result: 1 (interaction). (3) The miRNA is mmu-miR-3095-5p with sequence AAGCUUUCUCAUCUGUGACACU. The protein sequence of the target gene is MKGRGMLVLLLHAVVLGLPSAWAVGACARACPAACACSTVERGCSVRCDRAGLLRVPAELPCEAVSIDLDRNGLRFLGERAFGTLPSLRRLSLRHNNLSFITPGAFKGLPRLAELRLAHNGDLRYLHARTFAALSRLRRLDLAACRLFSVPERLLAELPALRELAAFDNLFRRVPGALRGLANLTHAHLERGRIEAVASSSLQGLRRLRSLSLQANRVRAVHAGAFGDCGVLEHLLLNDNLLAELPADAFRGLRRLRTLNLGGNALDRVARAWFADLAELELLYLDRNSIAFVEEGAFQN.... Result: 0 (no interaction). (4) The miRNA is rno-miR-34a-5p with sequence UGGCAGUGUCUUAGCUGGUUGU. The protein sequence of the target gene is MSDLLLLGLIGGLTLLLLLTLLAFAGYSGLLAGVEVSAGSPPIRNVTVAYKFHMGLYGETGRLFTESCSISPKLRSIAVYYDNPHMVPPDKCRCAVGSILSEGEESPSPELIDLYQKFGFKVFSFPAPSHVVTATFPYTTILSIWLATRRVHPALDTYIKERKLCAYPRLEIYQEDQIHFMCPLARQGDFYVPEMKETEWKWRGLVEAIDTQVDGTGADTMSDTSSVSLEVSPGSRETSAATLSPGASSRGWDDGDTRSEHSYSESGASGSSFEELDLEGEGPLGESRLDPGTEPLGTTK.... Result: 0 (no interaction). (5) The miRNA is mmu-miR-505-5p with sequence GGGAGCCAGGAAGUAUUGAUGUU. The protein sequence of the target gene is MKTGLFFLCLLGTAAAIPTNARLLSDHSKPTAETVAPDNTAIPSLRAEAEENEKETAVSTEDDSHHKAEKSSVLKSKEESHEQSAEQGKSSSQELGLKDQEDSDGHLSVNLEYAPTEGTLDIKEDMSEPQEKKLSENTDFLAPGVSSFTDSNQQESITKREENQEQPRNYSHHQLNRSSKHSQGLRDQGNQEQDPNISNGEEEEEKEPGEVGTHNDNQERKTELPREHANSKQEEDNTQSDDILEESDQPTQVSKMQEDEFDQGNQEQEDNSNAEMEEENASNVNKHIQETEWQSQEGKT.... Result: 0 (no interaction). (6) The miRNA is mmu-miR-686 with sequence AUUGCUUCCCAGACGGUGAAGA. Result: 0 (no interaction). The protein sequence of the target gene is MLQNSAVILALVISAAAAHEAEQNDSVSPRKSRVAAQNSAEVVRCLNSALQVGCGAFACLENSTCDTDGMYDICKSFLYSAAKFDTQGKAFVKESLKCIANGITSKVFLAIRRCSTFQRMIAEVQEDCYSKLNVCSIAKRNPEAITEVIQLPNHFSNRYYNRLVRSLLECDEDTVSTIRDSLMEKIGPNMASLFHILQTDHCAQTHPRADFNRRRTNEPQKLKVLLRNLRGEGDSPSHIKRTSQESA.